The task is: Predict which catalyst facilitates the given reaction.. This data is from Catalyst prediction with 721,799 reactions and 888 catalyst types from USPTO. (1) Reactant: [CH3:1][O:2][C:3](=[O:24])[CH2:4][C:5]([NH:7][C:8]1[C:13]([Cl:14])=[CH:12][C:11]([Cl:15])=[CH:10][C:9]=1[C:16](=O)[C:17]1[CH:22]=[CH:21][CH:20]=[CH:19][CH:18]=1)=[O:6].C[O-].[Na+]. Product: [CH3:1][O:2][C:3]([C:4]1[C:5](=[O:6])[NH:7][C:8]2[C:9]([C:16]=1[C:17]1[CH:22]=[CH:21][CH:20]=[CH:19][CH:18]=1)=[CH:10][C:11]([Cl:15])=[CH:12][C:13]=2[Cl:14])=[O:24]. The catalyst class is: 5. (2) Product: [CH:8]1[CH:9]=[C:1]2[C:10]3[C:11]([C:12]([OH:14])=[O:13])=[CH:15][CH:16]=[CH:17][C:18]=3[C:3](=[O:5])[C:2]2=[CH:6][CH:7]=1. Reactant: [C:1]1([C:10]2[C:11](=[CH:15][CH:16]=[CH:17][CH:18]=2)[C:12]([OH:14])=[O:13])[C:2](=[CH:6][CH:7]=[CH:8][CH:9]=1)[C:3]([OH:5])=O. The catalyst class is: 65. (3) Reactant: Cl[C:2](=[O:8])[C:3]([O:5]CC)=[O:4].[CH:9]1([NH2:12])[CH2:11][CH2:10]1.N1C=CC=CC=1.[OH-].[Na+].Cl.[Cl-].[Na+]. Product: [CH:9]1([NH:12][C:2](=[O:8])[C:3]([OH:5])=[O:4])[CH2:11][CH2:10]1. The catalyst class is: 4. (4) Reactant: CC([Si](C)(C)[O:6][CH2:7][CH2:8][N:9]([CH3:21])[C:10](=[O:20])[C:11]1[CH:16]=[CH:15][C:14](F)=[C:13]([F:18])[C:12]=1F)(C)C.[OH:24][C:25]1[CH:26]=[C:27]([CH:37]=[C:38]([O:40][C@@H:41]([CH3:45])[CH2:42][O:43][CH3:44])[CH:39]=1)[C:28]([NH:30][C:31]1[CH:35]=[CH:34][N:33]([CH3:36])[N:32]=1)=[O:29].C(=O)([O-])[O-].[K+].[K+].O. Product: [F:18][C:13]1[C:12]2[O:6][CH2:7][CH2:8][N:9]([CH3:21])[C:10](=[O:20])[C:11]=2[CH:16]=[CH:15][C:14]=1[O:24][C:25]1[CH:26]=[C:27]([CH:37]=[C:38]([O:40][C@@H:41]([CH3:45])[CH2:42][O:43][CH3:44])[CH:39]=1)[C:28]([NH:30][C:31]1[CH:35]=[CH:34][N:33]([CH3:36])[N:32]=1)=[O:29]. The catalyst class is: 44.